Dataset: Full USPTO retrosynthesis dataset with 1.9M reactions from patents (1976-2016). Task: Predict the reactants needed to synthesize the given product. (1) Given the product [CH3:17][CH:15]1[CH2:16][C:2]2([O:1][Si:26]([CH3:29])([CH3:28])[CH3:27])[CH:12]([CH2:11][CH2:10][CH2:9][CH2:8][CH2:7][CH2:6][CH2:5][CH2:4][CH2:3]2)[C:13](=[O:18])[CH2:14]1, predict the reactants needed to synthesize it. The reactants are: [OH:1][C:2]12[CH2:16][CH:15]([CH3:17])[CH2:14][C:13](=[O:18])[CH:12]1[CH2:11][CH2:10][CH2:9][CH2:8][CH2:7][CH2:6][CH2:5][CH2:4][CH2:3]2.C(N(CC)CC)C.[Si:26](OS(C(F)(F)F)(=O)=O)([CH3:29])([CH3:28])[CH3:27].[NH4+].[Cl-]. (2) Given the product [Br:1][C:2]1[CH:9]=[CH:8][C:5]([CH:6]2[O:13][CH2:12][CH2:11][O:7]2)=[C:4]([F:10])[CH:3]=1, predict the reactants needed to synthesize it. The reactants are: [Br:1][C:2]1[CH:9]=[CH:8][C:5]([CH:6]=[O:7])=[C:4]([F:10])[CH:3]=1.[CH2:11](O)[CH2:12][OH:13].O.C1(C)C=CC(S(O)(=O)=O)=CC=1.